From a dataset of Merck oncology drug combination screen with 23,052 pairs across 39 cell lines. Regression. Given two drug SMILES strings and cell line genomic features, predict the synergy score measuring deviation from expected non-interaction effect. Drug 1: C=CCn1c(=O)c2cnc(Nc3ccc(N4CCN(C)CC4)cc3)nc2n1-c1cccc(C(C)(C)O)n1. Drug 2: CC(C)CC(NC(=O)C(Cc1ccccc1)NC(=O)c1cnccn1)B(O)O. Cell line: COLO320DM. Synergy scores: synergy=-34.7.